Dataset: NCI-60 drug combinations with 297,098 pairs across 59 cell lines. Task: Regression. Given two drug SMILES strings and cell line genomic features, predict the synergy score measuring deviation from expected non-interaction effect. (1) Drug 1: C1=C(C(=O)NC(=O)N1)N(CCCl)CCCl. Drug 2: COC1=C2C(=CC3=C1OC=C3)C=CC(=O)O2. Cell line: SNB-19. Synergy scores: CSS=18.4, Synergy_ZIP=-7.88, Synergy_Bliss=-8.89, Synergy_Loewe=-15.4, Synergy_HSA=-10.1. (2) Drug 1: CC(CN1CC(=O)NC(=O)C1)N2CC(=O)NC(=O)C2. Drug 2: C1=CN(C=N1)CC(O)(P(=O)(O)O)P(=O)(O)O. Cell line: SNB-75. Synergy scores: CSS=4.46, Synergy_ZIP=-2.24, Synergy_Bliss=2.28, Synergy_Loewe=-2.70, Synergy_HSA=1.36. (3) Drug 1: CC(C)NC(=O)C1=CC=C(C=C1)CNNC.Cl. Drug 2: COC1=C2C(=CC3=C1OC=C3)C=CC(=O)O2. Cell line: MDA-MB-231. Synergy scores: CSS=2.33, Synergy_ZIP=4.61, Synergy_Bliss=1.86, Synergy_Loewe=-0.621, Synergy_HSA=-0.131. (4) Drug 1: CC1=CC2C(CCC3(C2CCC3(C(=O)C)OC(=O)C)C)C4(C1=CC(=O)CC4)C. Drug 2: CC1=C2C(C(=O)C3(C(CC4C(C3C(C(C2(C)C)(CC1OC(=O)C(C(C5=CC=CC=C5)NC(=O)OC(C)(C)C)O)O)OC(=O)C6=CC=CC=C6)(CO4)OC(=O)C)O)C)O. Cell line: M14. Synergy scores: CSS=49.9, Synergy_ZIP=8.47, Synergy_Bliss=9.48, Synergy_Loewe=-36.2, Synergy_HSA=7.16. (5) Cell line: CAKI-1. Drug 1: CC12CCC3C(C1CCC2=O)CC(=C)C4=CC(=O)C=CC34C. Synergy scores: CSS=18.3, Synergy_ZIP=-8.51, Synergy_Bliss=-7.11, Synergy_Loewe=-10.8, Synergy_HSA=-4.61. Drug 2: C1CCC(C(C1)N)N.C(=O)(C(=O)[O-])[O-].[Pt+4]. (6) Drug 1: C1CC(=O)NC(=O)C1N2CC3=C(C2=O)C=CC=C3N. Drug 2: C1=C(C(=O)NC(=O)N1)F. Cell line: SNB-19. Synergy scores: CSS=31.2, Synergy_ZIP=5.38, Synergy_Bliss=0.547, Synergy_Loewe=-3.98, Synergy_HSA=3.08. (7) Drug 1: C(CC(=O)O)C(=O)CN.Cl. Drug 2: C1C(C(OC1N2C=NC3=C2NC=NCC3O)CO)O. Cell line: SN12C. Synergy scores: CSS=9.62, Synergy_ZIP=-3.93, Synergy_Bliss=2.04, Synergy_Loewe=-1.29, Synergy_HSA=-0.920.